From a dataset of Full USPTO retrosynthesis dataset with 1.9M reactions from patents (1976-2016). Predict the reactants needed to synthesize the given product. Given the product [CH2:1]([Sn:5]([I:22])([CH2:12][CH2:13][CH2:14][CH3:15])[C:6]1[CH:11]=[CH:10][CH:9]=[CH:8][CH:7]=1)[CH2:2][CH2:3][CH3:4], predict the reactants needed to synthesize it. The reactants are: [CH2:1]([Sn:5](CCCC)([C:12]1C=C[CH:15]=[CH:14][CH:13]=1)[C:6]1[CH:11]=[CH:10][CH:9]=[CH:8][CH:7]=1)[CH2:2][CH2:3][CH3:4].[I:22]I.